Dataset: Full USPTO retrosynthesis dataset with 1.9M reactions from patents (1976-2016). Task: Predict the reactants needed to synthesize the given product. (1) Given the product [C:7]([O:12][CH2:13][CH2:14][CH2:15][CH3:16])(=[O:11])[C:8]([CH3:10])=[CH2:9].[C:1]([OH:6])(=[O:5])[C:2]([CH3:4])=[CH2:3], predict the reactants needed to synthesize it. The reactants are: [C:1]([OH:6])(=[O:5])[C:2]([CH3:4])=[CH2:3].[C:7]([O:12][CH2:13][CH2:14][CH2:15][CH3:16])(=[O:11])[C:8]([CH3:10])=[CH2:9].C(O)(C)C.CC(N=NC(C#N)(C)C)(C#N)C. (2) Given the product [Br:13][CH2:1][C:2]1[CH:11]=[C:10]2[C:5]([CH:6]=[CH:7][C:8](=[O:12])[O:9]2)=[CH:4][CH:3]=1, predict the reactants needed to synthesize it. The reactants are: [CH3:1][C:2]1[CH:11]=[C:10]2[C:5]([CH:6]=[CH:7][C:8](=[O:12])[O:9]2)=[CH:4][CH:3]=1.[Br:13]N1C(=O)CCC1=O. (3) Given the product [F:22][C:19]1[CH:20]=[CH:21][C:16]([C@:13]2([CH2:23][C:24]([CH3:28])([CH3:27])[C:25]#[N:26])[O:12][C:11](=[O:29])[N:10]([C@H:8]([C:5]3[CH:6]=[CH:7][C:2]([B:30]4[O:34][C:33]([CH3:36])([CH3:35])[C:32]([CH3:38])([CH3:37])[O:31]4)=[CH:3][CH:4]=3)[CH3:9])[CH2:15][CH2:14]2)=[CH:17][CH:18]=1, predict the reactants needed to synthesize it. The reactants are: Br[C:2]1[CH:7]=[CH:6][C:5]([C@@H:8]([N:10]2[CH2:15][CH2:14][C@:13]([CH2:23][C:24]([CH3:28])([CH3:27])[C:25]#[N:26])([C:16]3[CH:21]=[CH:20][C:19]([F:22])=[CH:18][CH:17]=3)[O:12][C:11]2=[O:29])[CH3:9])=[CH:4][CH:3]=1.[B:30]1([B:30]2[O:34][C:33]([CH3:36])([CH3:35])[C:32]([CH3:38])([CH3:37])[O:31]2)[O:34][C:33]([CH3:36])([CH3:35])[C:32]([CH3:38])([CH3:37])[O:31]1.CC([O-])=O.[K+]. (4) Given the product [CH2:1]([O:3][C:4]([C:6]1[N:7]([CH3:13])[C:8]([C:15]#[C:14][C:16]2[CH:21]=[CH:20][CH:19]=[C:18]([O:22][CH3:23])[CH:17]=2)=[N:9][C:10]=1[CH3:11])=[O:5])[CH3:2], predict the reactants needed to synthesize it. The reactants are: [CH2:1]([O:3][C:4]([C:6]1[N:7]([CH3:13])[C:8](Br)=[N:9][C:10]=1[CH3:11])=[O:5])[CH3:2].[C:14]([C:16]1[CH:21]=[CH:20][CH:19]=[C:18]([O:22][CH3:23])[CH:17]=1)#[CH:15]. (5) Given the product [O:1]1[C:5]2[CH:6]=[CH:7][CH:8]=[C:9]([C:10]([CH3:18])([CH3:17])[CH2:11][C:12](=[O:16])[C:13]([NH:23][C:24]3[CH:25]=[CH:26][C:27]4[C:32](=[O:33])[O:31][N:30]=[C:29]([CH3:34])[C:28]=4[CH:36]=3)=[O:15])[C:4]=2[O:3][CH2:2]1, predict the reactants needed to synthesize it. The reactants are: [O:1]1[C:5]2[CH:6]=[CH:7][CH:8]=[C:9]([C:10]([CH3:18])([CH3:17])[CH2:11][C:12](=[O:16])[C:13]([OH:15])=O)[C:4]=2[O:3][CH2:2]1.S(Cl)(Cl)=O.[NH2:23][C:24]1[CH:25]=[CH:26][C:27]2[C:32](=[O:33])[O:31][N:30]=[C:29]([CH2:34]C)[C:28]=2[CH:36]=1.O. (6) Given the product [F:9][C:10]1[C:15]([I:24])=[C:14]([F:16])[CH:13]=[CH:12][C:11]=1[C:17]1[CH:22]=[C:21]([CH3:23])[CH:20]=[CH:19][N:18]=1, predict the reactants needed to synthesize it. The reactants are: C([N-]C(C)C)(C)C.[Li+].[F:9][C:10]1[CH:15]=[C:14]([F:16])[CH:13]=[CH:12][C:11]=1[C:17]1[CH:22]=[C:21]([CH3:23])[CH:20]=[CH:19][N:18]=1.[I:24]I.O. (7) Given the product [N+:24]([C:21]1[CH:22]=[CH:23][C:18]([N:14]2[CH2:15][CH2:16][CH:11]([CH:8]([C:2]3[CH:3]=[CH:4][CH:5]=[CH:6][CH:7]=3)[C:9]#[N:10])[CH2:12][CH2:13]2)=[CH:19][CH:20]=1)([O-:26])=[O:25], predict the reactants needed to synthesize it. The reactants are: Cl.[C:2]1([CH:8]([CH:11]2[CH2:16][CH2:15][NH:14][CH2:13][CH2:12]2)[C:9]#[N:10])[CH:7]=[CH:6][CH:5]=[CH:4][CH:3]=1.F[C:18]1[CH:23]=[CH:22][C:21]([N+:24]([O-:26])=[O:25])=[CH:20][CH:19]=1.C(=O)([O-])[O-].[K+].[K+].O.